Regression. Given a peptide amino acid sequence and an MHC pseudo amino acid sequence, predict their binding affinity value. This is MHC class I binding data. From a dataset of Peptide-MHC class I binding affinity with 185,985 pairs from IEDB/IMGT. (1) The peptide sequence is HSTYFPCF. The MHC is Mamu-B3901 with pseudo-sequence Mamu-B3901. The binding affinity (normalized) is 0.208. (2) The peptide sequence is KSLYDEHIKK. The MHC is HLA-A33:01 with pseudo-sequence HLA-A33:01. The binding affinity (normalized) is 0.149. (3) The peptide sequence is KTGEKSRCY. The MHC is HLA-A30:02 with pseudo-sequence HLA-A30:02. The binding affinity (normalized) is 0.289. (4) The peptide sequence is IEKIRPLLI. The MHC is Mamu-A11 with pseudo-sequence Mamu-A11. The binding affinity (normalized) is 0.789. (5) The peptide sequence is SLKKVYTFF. The MHC is HLA-B15:01 with pseudo-sequence HLA-B15:01. The binding affinity (normalized) is 0.558.